Dataset: Full USPTO retrosynthesis dataset with 1.9M reactions from patents (1976-2016). Task: Predict the reactants needed to synthesize the given product. (1) Given the product [Br:1][C:2]1[C:3]([CH:22]2[CH2:27][CH2:26][CH2:25][N:24]([S:38]([CH3:37])(=[O:40])=[O:39])[CH2:23]2)=[N:4][C:5]2[N:6]([N:9]=[CH:10][C:11]=2[C:12]2[CH:13]=[N:14][C:15]3[C:20]([CH:21]=2)=[CH:19][CH:18]=[CH:17][CH:16]=3)[C:7]=1[NH2:8], predict the reactants needed to synthesize it. The reactants are: [Br:1][C:2]1[C:3]([CH:22]2[CH2:27][CH2:26][CH2:25][NH:24][CH2:23]2)=[N:4][C:5]2[N:6]([N:9]=[CH:10][C:11]=2[C:12]2[CH:13]=[N:14][C:15]3[C:20]([CH:21]=2)=[CH:19][CH:18]=[CH:17][CH:16]=3)[C:7]=1[NH2:8].CCN(C(C)C)C(C)C.[CH3:37][S:38](Cl)(=[O:40])=[O:39]. (2) Given the product [Cl:19][C:20]1[CH:21]=[C:22]([NH:23][C:2]2[C:11]3[C:6](=[CH:7][C:8]4[O:15][CH2:14][CH:13]([CH2:16][O:17][CH3:18])[O:12][C:9]=4[CH:10]=3)[N:5]=[CH:4][N:3]=2)[CH:24]=[CH:25][CH:26]=1, predict the reactants needed to synthesize it. The reactants are: Cl[C:2]1[C:11]2[C:6](=[CH:7][C:8]3[O:15][CH2:14][CH:13]([CH2:16][O:17][CH3:18])[O:12][C:9]=3[CH:10]=2)[N:5]=[CH:4][N:3]=1.[Cl:19][C:20]1[CH:21]=[C:22]([CH:24]=[CH:25][CH:26]=1)[NH2:23]. (3) Given the product [C:18]([C@@H:17]([NH:16][C:2]1[C:11]([C:12]([OH:14])=[O:13])=[CH:10][C:9]2[C:4](=[CH:5][CH:6]=[C:7]([Cl:15])[CH:8]=2)[N:3]=1)[CH2:21][C:22]1[CH:23]=[CH:24][C:25]([O:28][C:29]2[CH:34]=[CH:33][C:32]([Cl:35])=[CH:31][N:30]=2)=[CH:26][CH:27]=1)([OH:20])=[O:19], predict the reactants needed to synthesize it. The reactants are: Cl[C:2]1[C:11]([C:12]([OH:14])=[O:13])=[CH:10][C:9]2[C:4](=[CH:5][CH:6]=[C:7]([Cl:15])[CH:8]=2)[N:3]=1.[NH2:16][C@@H:17]([CH2:21][C:22]1[CH:27]=[CH:26][C:25]([O:28][C:29]2[CH:34]=[CH:33][C:32]([Cl:35])=[CH:31][N:30]=2)=[CH:24][CH:23]=1)[C:18]([OH:20])=[O:19]. (4) The reactants are: [CH:1]([N:4]1[CH2:9][CH2:8][N:7]([C:10]([C:12]2[CH:19]=[CH:18][C:15]([CH:16]=O)=[CH:14][CH:13]=2)=[O:11])[CH2:6][CH2:5]1)([CH3:3])[CH3:2].[Cl:20][C:21]1[CH:22]=[CH:23][C:24]([NH2:27])=[N:25][CH:26]=1. Given the product [ClH:20].[ClH:20].[Cl:20][C:21]1[CH:22]=[CH:23][C:24]([NH:27][CH2:16][C:15]2[CH:18]=[CH:19][C:12]([C:10]([N:7]3[CH2:8][CH2:9][N:4]([CH:1]([CH3:3])[CH3:2])[CH2:5][CH2:6]3)=[O:11])=[CH:13][CH:14]=2)=[N:25][CH:26]=1, predict the reactants needed to synthesize it.